From a dataset of Peptide-MHC class II binding affinity with 134,281 pairs from IEDB. Regression. Given a peptide amino acid sequence and an MHC pseudo amino acid sequence, predict their binding affinity value. This is MHC class II binding data. (1) The peptide sequence is FGYGAKDVRCHARKAVTHIN. The MHC is DRB1_0401 with pseudo-sequence DRB1_0401. The binding affinity (normalized) is 0.109. (2) The peptide sequence is CDGERPTLAFLQDVM. The MHC is HLA-DQA10301-DQB10302 with pseudo-sequence HLA-DQA10301-DQB10302. The binding affinity (normalized) is 0.580. (3) The peptide sequence is LIIGALAGSTLAALVIGGIA. The MHC is DRB1_0101 with pseudo-sequence DRB1_0101. The binding affinity (normalized) is 0.622. (4) The peptide sequence is DFILATDIAEMGANL. The MHC is DRB3_0101 with pseudo-sequence DRB3_0101. The binding affinity (normalized) is 0.423.